This data is from Full USPTO retrosynthesis dataset with 1.9M reactions from patents (1976-2016). The task is: Predict the reactants needed to synthesize the given product. (1) Given the product [N:25]([CH2:2][C:3]1[CH:8]=[CH:7][C:6]([O:9][CH2:11][C:12]([O:14][C:15]([CH3:18])([CH3:17])[CH3:16])=[O:13])=[CH:5][CH:4]=1)=[N+:26]=[N-:27], predict the reactants needed to synthesize it. The reactants are: O[CH2:2][C:3]1[CH:8]=[CH:7][C:6]([OH:9])=[CH:5][CH:4]=1.Br[CH2:11][C:12]([O:14][C:15]([CH3:18])([CH3:17])[CH3:16])=[O:13].C(=O)([O-])[O-].[K+].[K+].[N-:25]=[N+:26]=[N-:27].[Na+]. (2) Given the product [CH2:2]([N:4]([CH2:10][CH3:11])[C@H:5]1[CH2:8][C@@H:7]([OH:9])[CH2:6]1)[CH3:3], predict the reactants needed to synthesize it. The reactants are: Cl.[CH2:2]([N:4]([CH2:10][CH3:11])[C@H:5]1[CH2:8][C@@H:7]([OH:9])[CH2:6]1)[CH3:3].[OH-].[Na+]. (3) Given the product [CH2:1]([O:8][C:9]([N:11]1[CH2:15][CH2:14][CH2:13][C@H:12]1[C:16]1[N:20]=[C:21]2[C:26]([Br:27])=[CH:25][C:24]([CH3:28])=[CH:23][N:22]2[CH:17]=1)=[O:10])[C:2]1[CH:3]=[CH:4][CH:5]=[CH:6][CH:7]=1, predict the reactants needed to synthesize it. The reactants are: [CH2:1]([O:8][C:9]([N:11]1[CH2:15][CH2:14][CH2:13][C@H:12]1[C:16](=O)[CH2:17]Br)=[O:10])[C:2]1[CH:7]=[CH:6][CH:5]=[CH:4][CH:3]=1.[NH2:20][C:21]1[C:26]([Br:27])=[CH:25][C:24]([CH3:28])=[CH:23][N:22]=1. (4) Given the product [CH3:50][C:39]1[O:38][C:37]([C:34]2[CH:35]=[CH:36][C:31]([C:25]3[S:26][C:22]([C:20]#[N:21])=[CH:23][CH:24]=3)=[CH:32][CH:33]=2)=[N:41][C:40]=1[CH2:42][CH2:43][N:44]1[CH2:48][CH2:47][CH2:46][C@H:45]1[CH3:49], predict the reactants needed to synthesize it. The reactants are: C1(P(C2C=CC=CC=2)C2C=CC=CC=2)C=CC=CC=1.[C:20]([C:22]1[S:26][C:25](B(O)O)=[CH:24][CH:23]=1)#[N:21].Br[C:31]1[CH:36]=[CH:35][C:34]([C:37]2[O:38][C:39]([CH3:50])=[C:40]([CH2:42][CH2:43][N:44]3[CH2:48][CH2:47][CH2:46][C@H:45]3[CH3:49])[N:41]=2)=[CH:33][CH:32]=1.C(=O)([O-])[O-].[K+].[K+]. (5) Given the product [CH2:11]([O:13][C:14]([N:16]1[CH2:24][CH:23]2[CH:18]([CH2:19][CH2:20][CH2:21][C:22]2=[O:25])[CH2:17]1)=[O:15])[CH3:12], predict the reactants needed to synthesize it. The reactants are: C(Cl)(=O)C(Cl)=O.CS(C)=O.[CH2:11]([O:13][C:14]([N:16]1[CH2:24][CH:23]2[CH:18]([CH2:19][CH2:20][CH2:21][CH:22]2[OH:25])[CH2:17]1)=[O:15])[CH3:12].C(N(CC)CC)C. (6) The reactants are: [C:1]([C@H:5]1[N:10]2[N:11]=[CH:12][C:13]([C:14](O)=[O:15])=[C:9]2[NH:8][C@@H:7]([C:17]2[CH:22]=[CH:21][C:20]([CH2:23][CH3:24])=[CH:19][CH:18]=2)[CH2:6]1)([CH3:4])([CH3:3])[CH3:2].CN(C(ON1N=NC2C=CC=NC1=2)=[N+](C)C)C.F[P-](F)(F)(F)(F)F.C(N(CC)C(C)C)(C)C.[CH3:58][O:59][C:60]1[CH:67]=[CH:66][C:63]([CH2:64][NH2:65])=[CH:62][CH:61]=1. Given the product [C:1]([C@H:5]1[N:10]2[N:11]=[CH:12][C:13]([C:14]([NH:65][CH2:64][C:63]3[CH:66]=[CH:67][C:60]([O:59][CH3:58])=[CH:61][CH:62]=3)=[O:15])=[C:9]2[NH:8][C@@H:7]([C:17]2[CH:22]=[CH:21][C:20]([CH2:23][CH3:24])=[CH:19][CH:18]=2)[CH2:6]1)([CH3:2])([CH3:3])[CH3:4], predict the reactants needed to synthesize it. (7) The reactants are: [CH3:1][CH:2]([S:6]([C:9]1[CH:14]=[CH:13][CH:12]=[CH:11][CH:10]=1)(=[O:8])=[O:7])[CH2:3][C:4]#[CH:5].[C:15]1([CH:21]2[CH2:26][CH:25]3[CH2:27][CH:22]2[CH2:23][NH:24]3)[CH:20]=[CH:19][CH:18]=[CH:17][CH:16]=1.[CH2:28]=O. Given the product [CH3:1][C:2]([S:6]([C:9]1[CH:14]=[CH:13][CH:12]=[CH:11][CH:10]=1)(=[O:7])=[O:8])([CH3:28])[C:3]#[C:4][CH2:5][N:24]1[CH2:23][CH:22]2[CH2:27][CH:25]1[CH2:26][CH:21]2[C:15]1[CH:16]=[CH:17][CH:18]=[CH:19][CH:20]=1, predict the reactants needed to synthesize it.